Task: Predict the product of the given reaction.. Dataset: Forward reaction prediction with 1.9M reactions from USPTO patents (1976-2016) (1) Given the reactants [C:1]([NH:4][C:5]1[S:6][C:7]([C:11]2[N:12]=[C:13]([C:16]([NH:18][C:19]3[CH:20]=[CH:21][C:22]4[C:27](=[O:28])[O:26]C(C)(C)[O:24][C:23]=4[CH:31]=3)=[O:17])[S:14][CH:15]=2)=[C:8]([CH3:10])[N:9]=1)(=[O:3])[CH3:2].[OH-].[Na+].Cl, predict the reaction product. The product is: [C:1]([NH:4][C:5]1[S:6][C:7]([C:11]2[N:12]=[C:13]([C:16]([NH:18][C:19]3[CH:20]=[CH:21][C:22]([C:27]([OH:28])=[O:26])=[C:23]([OH:24])[CH:31]=3)=[O:17])[S:14][CH:15]=2)=[C:8]([CH3:10])[N:9]=1)(=[O:3])[CH3:2]. (2) The product is: [Br:1][CH2:2][CH2:3][N:4]1[C:8]([CH2:9][OH:10])=[CH:7][C:6]([N+:13]([O-:15])=[O:14])=[N:5]1. Given the reactants [Br:1][CH2:2][CH2:3][N:4]1[C:8]([C:9](OC)=[O:10])=[CH:7][C:6]([N+:13]([O-:15])=[O:14])=[N:5]1.[BH4-].[Li+].C(OCC)(=O)C.O, predict the reaction product. (3) Given the reactants Cl[C:2]1[C:7]([NH:8][C:9]2[CH:10]=[C:11]([CH:16]=[CH:17][CH:18]=2)[C:12]([O:14][CH3:15])=[O:13])=[CH:6][C:5]([C:19]2[C:20]([CH3:25])=[N:21][O:22][C:23]=2[CH3:24])=[CH:4][N:3]=1.O.O.O.C([O-])(=O)C.[Na+], predict the reaction product. The product is: [CH3:25][C:20]1[C:19]([C:5]2[CH:4]=[N:3][C:2]3[C:18]4[CH:17]=[CH:16][C:11]([C:12]([O:14][CH3:15])=[O:13])=[CH:10][C:9]=4[NH:8][C:7]=3[CH:6]=2)=[C:23]([CH3:24])[O:22][N:21]=1. (4) The product is: [OH:37][CH2:34][CH2:40][N:41]1[CH2:43][CH2:11][C:10]2[C:7](=[CH:6][CH:13]=[C:12]([C:16]3[S:15][C:14]([C:11]4[CH:12]=[CH:13][C:6]([O:5][CH:3]([CH3:2])[CH3:4])=[C:7]([CH:10]=4)[C:8]#[N:9])=[N:18][N:17]=3)[C:31]=2[CH3:32])[CH2:42]1. Given the reactants Cl.[CH3:2][CH:3]([O:5][C:6]1[CH:13]=[CH:12][C:11]([CH:14]2[N:18](C3C(C)=C4C(=CC=3)CNCC4)[N:17]=[CH:16][S:15]2)=[CH:10][C:7]=1[C:8]#[N:9])[CH3:4].Br[CH2:31][CH2:32]O.[C:34](=[O:37])([O-])[O-].[K+].[K+].[CH3:40][N:41]([CH:43]=O)[CH3:42], predict the reaction product. (5) Given the reactants Br[C:2]1[C:7]2[C:8](=[O:24])[N:9]3[CH2:16][CH2:15][N:14]([C:17]([O:19][C:20]([CH3:23])([CH3:22])[CH3:21])=[O:18])[CH2:13][CH:10]3[CH2:11][O:12][C:6]=2[CH:5]=[CH:4][CH:3]=1.[F:25][C:26]1[CH:31]=[CH:30][C:29](B(O)O)=[CH:28][CH:27]=1.C(=O)([O-])[O-].[K+].[K+].O, predict the reaction product. The product is: [F:25][C:26]1[CH:31]=[CH:30][C:29]([C:2]2[C:7]3[C:8](=[O:24])[N:9]4[CH2:16][CH2:15][N:14]([C:17]([O:19][C:20]([CH3:23])([CH3:21])[CH3:22])=[O:18])[CH2:13][CH:10]4[CH2:11][O:12][C:6]=3[CH:5]=[CH:4][CH:3]=2)=[CH:28][CH:27]=1.